Task: Predict the reaction yield, written as a fraction of the theoretical maximum amount of product (1.0 means a 100% yield; for example, 0.34 means a 34% yield).. Dataset: Reaction yield outcomes from USPTO patents with 853,638 reactions (1) The reactants are [Cl:1][C:2]1[CH:18]=[CH:17][C:5]2[CH2:6][CH2:7][N:8]([C:11](=[O:16])[C:12]([F:15])([F:14])[F:13])[CH2:9][CH2:10][C:4]=2[C:3]=1OS(C(F)(F)F)(=O)=O.[C:27]([C:29]1[CH:36]=[CH:35][C:32]([CH2:33][NH2:34])=[CH:31][CH:30]=1)#[N:28].C1C=CC(P(C2C(C3C(P(C4C=CC=CC=4)C4C=CC=CC=4)=CC=C4C=3C=CC=C4)=C3C(C=CC=C3)=CC=2)C2C=CC=CC=2)=CC=1.C(=O)([O-])[O-].[Cs+].[Cs+]. The catalyst is C1(C)C=CC=CC=1.C([O-])(=O)C.[Pd+2].C([O-])(=O)C. The product is [Cl:1][C:2]1[CH:18]=[CH:17][C:5]2[CH2:6][CH2:7][N:8]([C:11](=[O:16])[C:12]([F:15])([F:14])[F:13])[CH2:9][CH2:10][C:4]=2[C:3]=1[NH:34][CH2:33][C:32]1[CH:35]=[CH:36][C:29]([C:27]#[N:28])=[CH:30][CH:31]=1. The yield is 0.220. (2) The reactants are [N+:1]([C:4]1[CH:5]=[CH:6][C:7]([Cl:12])=[C:8]([CH:11]=1)[CH:9]=O)([O-:3])=[O:2].Cl.[NH2:14][CH2:15][CH2:16][SH:17].C([BH3-])#N.[Na+].C(O)(=O)C. The catalyst is CO. The product is [ClH:12].[Cl:12][C:7]1[CH:6]=[CH:5][C:4]([N+:1]([O-:3])=[O:2])=[CH:11][C:8]=1[CH2:9][NH:14][CH2:15][CH2:16][SH:17]. The yield is 0.450. (3) The reactants are [NH:1]1[C:9]2[C:4](=[CH:5][CH:6]=[CH:7][CH:8]=2)[CH2:3][CH2:2]1.[NH:10]1[CH:14]=[CH:13][N:12]=[C:11]1[CH:15]=O.C([BH3-])#N.[Na+].C(N(CC)CC)C. The catalyst is CO.[Cl-].[Zn+2].[Cl-]. The product is [NH:10]1[CH:14]=[CH:13][N:12]=[C:11]1[CH2:15][N:1]1[C:9]2[C:4](=[CH:5][CH:6]=[CH:7][CH:8]=2)[CH2:3][CH2:2]1. The yield is 0.520. (4) The reactants are [N:1]([C:4]12[CH2:9][CH:8]1[CH2:7][N:6]([S:10]([C:13]1[CH:18]=[CH:17][C:16]([CH3:19])=[CH:15][CH:14]=1)(=[O:12])=[O:11])[CH:5]2[C:20]1[CH:25]=[CH:24][CH:23]=[CH:22][CH:21]=1)=C=O.Cl. The catalyst is O1CCOCC1. The product is [C:20]1([CH:5]2[N:6]([S:10]([C:13]3[CH:14]=[CH:15][C:16]([CH3:19])=[CH:17][CH:18]=3)(=[O:11])=[O:12])[CH2:7][CH:8]3[C:4]2([NH2:1])[CH2:9]3)[CH:21]=[CH:22][CH:23]=[CH:24][CH:25]=1. The yield is 0.590. (5) The reactants are [CH3:1][O:2][C:3]([C@@H:5]1[C@@H:10]2[CH2:11][C@@H:7]([CH:8]=[CH:9]2)[C@@H:6]1C(O)=O)=[O:4].C([N:17](CC)CC)C.Cl[C:23]([O:25][CH2:26][CH3:27])=[O:24].[N-]=[N+]=[N-].[Na+].[CH2:32](O)[C:33]1C=C[CH:36]=[CH:35][CH:34]=1. The catalyst is O1CCCC1.O.C1C=CC=CC=1.ClCCl. The product is [CH2:26]([O:25][C:23]([NH:17][C@H:6]1[C@H:7]2[CH2:11][C@H:10]([CH:9]=[CH:8]2)[C@H:5]1[C:3]([O:2][CH3:1])=[O:4])=[O:24])[C:27]1[CH:36]=[CH:35][CH:34]=[CH:33][CH:32]=1. The yield is 0.770. (6) The reactants are [F:1][C:2]1[CH:3]=[C:4]([CH:7]=[CH:8][C:9]=1[O:10][CH2:11][CH2:12][CH2:13][N:14]1[CH2:19][CH2:18][N:17]([CH3:20])[CH2:16][CH2:15]1)[CH:5]=O.[CH3:21][C:22]1[CH:27]=[CH:26][CH:25]=[C:24]([NH2:28])[C:23]=1[NH2:29]. No catalyst specified. The product is [F:1][C:2]1[CH:3]=[C:4]([C:5]2[NH:28][C:24]3[CH:25]=[CH:26][CH:27]=[C:22]([CH3:21])[C:23]=3[N:29]=2)[CH:7]=[CH:8][C:9]=1[O:10][CH2:11][CH2:12][CH2:13][N:14]1[CH2:19][CH2:18][N:17]([CH3:20])[CH2:16][CH2:15]1. The yield is 1.00. (7) The product is [F:1][C:2]1[CH:9]=[CH:8][CH:7]=[C:6]([I:10])[C:3]=1[CH2:4][NH2:5]. The catalyst is O1CCCC1. The reactants are [F:1][C:2]1[CH:9]=[CH:8][CH:7]=[C:6]([I:10])[C:3]=1[C:4]#[N:5].Cl.C(=O)(O)[O-].[Na+]. The yield is 0.700. (8) The reactants are [Cl:1][C:2]1[CH:3]=[C:4]([NH:8][C:9]2[N:14]=[C:13]([C:15]3[CH:20]=[CH:19][N:18]=[C:17]([C:21](=O)[CH3:22])[CH:16]=3)[CH:12]=[CH:11][N:10]=2)[CH:5]=[CH:6][CH:7]=1.Cl.[CH3:25][O:26][NH2:27].C([O-])(=O)C.[Na+]. The catalyst is C(O)C. The product is [Cl:1][C:2]1[CH:3]=[C:4]([NH:8][C:9]2[N:14]=[C:13]([C:15]3[CH:20]=[CH:19][N:18]=[C:17]([C:21](=[N:27][O:26][CH3:25])[CH3:22])[CH:16]=3)[CH:12]=[CH:11][N:10]=2)[CH:5]=[CH:6][CH:7]=1. The yield is 0.650.